This data is from Reaction yield outcomes from USPTO patents with 853,638 reactions. The task is: Predict the reaction yield, written as a fraction of the theoretical maximum amount of product (1.0 means a 100% yield; for example, 0.34 means a 34% yield). (1) The yield is 0.960. The reactants are Cl.[CH2:2]1[C:5]2([CH2:10][CH2:9][NH:8][CH2:7][CH2:6]2)[CH2:4][N:3]1[C:11]([O:13][C:14]([CH3:17])([CH3:16])[CH3:15])=[O:12].C([N:20]([CH2:23][CH3:24])[CH2:21][CH3:22])C.[C:25]([OH:28])(=O)[CH3:26].CN([C:32]([O:36]N1N=NC2C=CC=NC1=2)=[N+](C)C)C.F[P-](F)(F)(F)(F)F.Cl[CH2:54]Cl. No catalyst specified. The product is [CH3:32][O:36][C:22]1[CH:54]=[CH:24][C:23]([CH2:26][C:25]([N:8]2[CH2:7][CH2:6][C:5]3([CH2:4][N:3]([C:11]([O:13][C:14]([CH3:17])([CH3:16])[CH3:15])=[O:12])[CH2:2]3)[CH2:10][CH2:9]2)=[O:28])=[N:20][CH:21]=1. (2) The reactants are C[O:2][C:3](=[O:44])[C:4]1[CH:9]=[CH:8][CH:7]=[CH:6][C:5]=1[O:10][C:11]1[CH:16]=[CH:15][CH:14]=[C:13]([O:17][CH2:18][CH2:19][CH2:20][O:21][C:22]2[CH:27]=[C:26]([O:28]CC3C=CC=CC=3)[C:25]([C:36](=O)[CH3:37])=[CH:24][C:23]=2[CH2:39][CH3:40])[C:12]=1[CH2:41][CH2:42][CH3:43].COC(OC)[N:48](C)C.C[N:54]([CH3:57])C=O. The catalyst is C(OCC)(=O)C.Cl. The product is [CH2:39]([C:23]1[CH:24]=[C:25]([C:36]2[NH:48][N:54]=[CH:57][CH:37]=2)[C:26]([OH:28])=[CH:27][C:22]=1[O:21][CH2:20][CH2:19][CH2:18][O:17][C:13]1[C:12]([CH2:41][CH2:42][CH3:43])=[C:11]([CH:16]=[CH:15][CH:14]=1)[O:10][C:5]1[CH:6]=[CH:7][CH:8]=[CH:9][C:4]=1[C:3]([OH:2])=[O:44])[CH3:40]. The yield is 0.630. (3) The catalyst is C(O)(C)(C)C.O1CCCC1. The reactants are [CH3:1]C(C)([O-])C.[K+].[C:7]([O:17][C:18]([CH3:21])(C)C)(=[O:16])[CH2:8][C:9]([O:11][C:12]([CH3:15])([CH3:14])[CH3:13])=[O:10].ClCC1([C:27]2[CH:32]=[CH:31][CH:30]=[CH:29][CH:28]=2)CO1.CCCCCC. The product is [C:12]([O:11][C:9]([C@:8]12[CH2:1][C@@:21]1([C:27]1[CH:32]=[CH:31][CH:30]=[CH:29][CH:28]=1)[CH2:18][O:17][C:7]2=[O:16])=[O:10])([CH3:13])([CH3:14])[CH3:15]. The yield is 0.540. (4) The reactants are Br[C:2]1[S:6][C:5]([C:7]([N:9]([C:11]2[CH:16]=[CH:15][CH:14]=[C:13]([O:17][CH3:18])[CH:12]=2)[CH3:10])=[O:8])=[CH:4][CH:3]=1.[F:19][C:20]1[C:25]([O:26][CH3:27])=[CH:24][CH:23]=[CH:22][C:21]=1B(O)O. The catalyst is [Pd].C1(P(C2C=CC=CC=2)C2C=CC=CC=2)C=CC=CC=1.C1(P(C2C=CC=CC=2)C2C=CC=CC=2)C=CC=CC=1.C1(P(C2C=CC=CC=2)C2C=CC=CC=2)C=CC=CC=1.C1(P(C2C=CC=CC=2)C2C=CC=CC=2)C=CC=CC=1. The product is [F:19][C:20]1[C:25]([O:26][CH3:27])=[CH:24][CH:23]=[CH:22][C:21]=1[C:2]1[S:6][C:5]([C:7]([N:9]([C:11]2[CH:16]=[CH:15][CH:14]=[C:13]([O:17][CH3:18])[CH:12]=2)[CH3:10])=[O:8])=[CH:4][CH:3]=1. The yield is 0.660. (5) The reactants are [N+:1]([C:4]1[CH:5]=[C:6]([CH:10]=[C:11]([N+:13]([O-:15])=[O:14])[CH:12]=1)[C:7]([OH:9])=[O:8])([O-:3])=[O:2].[OH:16][C:17]1[CH:18]=[C:19]([CH:30]=[C:31]([OH:33])[CH:32]=1)[C:20]([O:22][CH2:23][CH2:24][CH2:25][CH2:26][CH2:27][CH2:28]Cl)=[O:21]. The catalyst is CN(C)C=O.[I-].C([N+](CCCC)(CCCC)CCCC)CCC. The product is [OH:16][C:17]1[CH:18]=[C:19]([CH:30]=[C:31]([OH:33])[CH:32]=1)[C:20]([O:22][CH2:23][CH2:24][CH2:25][CH2:26][CH2:27][CH2:28][O:8][C:7](=[O:9])[C:6]1[CH:5]=[C:4]([N+:1]([O-:3])=[O:2])[CH:12]=[C:11]([N+:13]([O-:15])=[O:14])[CH:10]=1)=[O:21]. The yield is 0.560. (6) The catalyst is CN(C=O)C. The product is [Br:16][C:17]1[CH:18]=[N:19][N:20]2[CH:25]=[CH:24][C:23]([N:9]3[C@@H:8]([C:5]4[CH:4]=[CH:3][C:2]([F:1])=[CH:7][N:6]=4)[CH2:12][O:11][C:10]3=[O:13])=[N:22][C:21]=12. The yield is 0.750. The reactants are [F:1][C:2]1[CH:3]=[CH:4][C:5]([C@H:8]2[CH2:12][O:11][C:10](=[O:13])[NH:9]2)=[N:6][CH:7]=1.[H-].[Na+].[Br:16][C:17]1[CH:18]=[N:19][N:20]2[CH:25]=[CH:24][C:23](Cl)=[N:22][C:21]=12.O. (7) The reactants are [CH:1]([O:4][C:5]1[CH:6]=[CH:7][C:8]([C:12]([O-:14])=[O:13])=[N:9][C:10]=1[CH3:11])([CH3:3])[CH3:2].[Li+].[OH-].O.CCOC(C)=O. The catalyst is C1COCC1.O. The product is [CH:1]([O:4][C:5]1[CH:6]=[CH:7][C:8]([C:12]([OH:14])=[O:13])=[N:9][C:10]=1[CH3:11])([CH3:3])[CH3:2]. The yield is 0.740. (8) The reactants are C(OC([NH:8][N:9]([CH2:23][CH:24]([OH:41])[CH:25]([NH:33]C(OC(C)(C)C)=O)[CH2:26][C:27]1[CH:32]=[CH:31][CH:30]=[CH:29][CH:28]=1)[CH2:10][C:11]1[CH:16]=[CH:15][C:14]([C:17]2[CH:22]=[CH:21][CH:20]=[CH:19][N:18]=2)=[CH:13][CH:12]=1)=O)(C)(C)C.[ClH:42]. The catalyst is O1CCOCC1. The product is [ClH:42].[ClH:42].[ClH:42].[NH2:33][CH:25]([CH2:26][C:27]1[CH:28]=[CH:29][CH:30]=[CH:31][CH:32]=1)[CH:24]([OH:41])[CH2:23][N:9]([CH2:10][C:11]1[CH:16]=[CH:15][C:14]([C:17]2[CH:22]=[CH:21][CH:20]=[CH:19][N:18]=2)=[CH:13][CH:12]=1)[NH2:8]. The yield is 0.910.